From a dataset of Forward reaction prediction with 1.9M reactions from USPTO patents (1976-2016). Predict the product of the given reaction. (1) Given the reactants N1C=CC=CC=1.[C:7]([C:9]1[CH:25]=[CH:24][C:12]2[CH2:13][CH2:14][N:15]([C:18](=[O:23])[C:19]([F:22])([F:21])[F:20])[CH2:16][CH2:17][C:11]=2[C:10]=1[OH:26])#[N:8].[F:27][C:28]([F:41])([F:40])[S:29](O[S:29]([C:28]([F:41])([F:40])[F:27])(=[O:31])=[O:30])(=[O:31])=[O:30], predict the reaction product. The product is: [C:7]([C:9]1[CH:25]=[CH:24][C:12]2[CH2:13][CH2:14][N:15]([C:18](=[O:23])[C:19]([F:22])([F:20])[F:21])[CH2:16][CH2:17][C:11]=2[C:10]=1[O:26][S:29]([C:28]([F:41])([F:40])[F:27])(=[O:31])=[O:30])#[N:8]. (2) Given the reactants [N:1]1([CH2:6][C:7]2[CH:12]=[CH:11][C:10]([CH2:13][CH2:14][NH2:15])=[CH:9][CH:8]=2)[CH2:5][CH2:4][CH2:3][CH2:2]1.[CH2:16]([C:18]1[CH:23]=[CH:22][C:21]([C:24]2[CH:29]=[CH:28][C:27]([C:30](O)=[O:31])=[CH:26][CH:25]=2)=[CH:20][CH:19]=1)[CH3:17], predict the reaction product. The product is: [N:1]1([CH2:6][C:7]2[CH:12]=[CH:11][C:10]([CH2:13][CH2:14][NH:15][C:30]([C:27]3[CH:26]=[CH:25][C:24]([C:21]4[CH:22]=[CH:23][C:18]([CH2:16][CH3:17])=[CH:19][CH:20]=4)=[CH:29][CH:28]=3)=[O:31])=[CH:9][CH:8]=2)[CH2:5][CH2:4][CH2:3][CH2:2]1. (3) Given the reactants [CH2:1]([C:3]1[CH:12]=[C:11]2[C:6]([C:7](=[O:26])[C:8]([OH:25])=[C:9]([C:13]3[CH:18]=[C:17]([O:19]C)[C:16]([O:21]C)=[C:15]([O:23]C)[CH:14]=3)[O:10]2)=[CH:5][CH:4]=1)[CH3:2].B(Br)(Br)Br.CO.O, predict the reaction product. The product is: [CH2:1]([C:3]1[CH:12]=[C:11]2[C:6]([C:7](=[O:26])[C:8]([OH:25])=[C:9]([C:13]3[CH:14]=[C:15]([OH:23])[C:16]([OH:21])=[C:17]([OH:19])[CH:18]=3)[O:10]2)=[CH:5][CH:4]=1)[CH3:2].